From a dataset of Forward reaction prediction with 1.9M reactions from USPTO patents (1976-2016). Predict the product of the given reaction. (1) Given the reactants [CH3:1][O:2][C:3]1[C:8]2[N:9]=[CH:10][N:11]([C:12]3[CH:20]=[CH:19][C:15]([C:16]([OH:18])=O)=[CH:14][C:13]=3[C:21]([F:24])([F:23])[F:22])[C:7]=2[CH:6]=[CH:5][N:4]=1.CN(C(ON1N=NC2C=CC=CC1=2)=[N+](C)C)C.[B-](F)(F)(F)F.C(N(C(C)C)CC)(C)C.[Cl:56][C:57]1[CH:68]=[CH:67][C:60]2[NH:61][C:62]([C@@H:64]([NH2:66])[CH3:65])=[N:63][C:59]=2[CH:58]=1.ClCl, predict the reaction product. The product is: [Cl:56][C:57]1[CH:68]=[CH:67][C:60]2[NH:61][C:62]([C@@H:64]([NH:66][C:16](=[O:18])[C:15]3[CH:19]=[CH:20][C:12]([N:11]4[C:7]5[CH:6]=[CH:5][N:4]=[C:3]([O:2][CH3:1])[C:8]=5[N:9]=[CH:10]4)=[C:13]([C:21]([F:22])([F:24])[F:23])[CH:14]=3)[CH3:65])=[N:63][C:59]=2[CH:58]=1. (2) Given the reactants Cl[C:2]1[CH:7]=[C:6]([N:8]([CH:16]2[CH2:18][CH2:17]2)[C:9](=[O:15])[O:10][C:11]([CH3:14])([CH3:13])[CH3:12])[N:5]2[N:19]=[CH:20][C:21]([CH:22]=[O:23])=[C:4]2[N:3]=1.[C:24]([C:27]1[S:28][C:29](B(O)O)=[CH:30][CH:31]=1)([OH:26])=[O:25].C([O-])([O-])=O.[Na+].[Na+], predict the reaction product. The product is: [C:11]([O:10][C:9]([N:8]([CH:16]1[CH2:18][CH2:17]1)[C:6]1[N:5]2[N:19]=[CH:20][C:21]([CH:22]=[O:23])=[C:4]2[N:3]=[C:2]([C:29]2[S:28][C:27]([C:24]([OH:26])=[O:25])=[CH:31][CH:30]=2)[CH:7]=1)=[O:15])([CH3:14])([CH3:13])[CH3:12]. (3) Given the reactants [C:1]([C:4]1[CH:20]=[C:19]([Br:21])[CH:18]=[CH:17][C:5]=1[O:6][CH2:7][CH2:8][NH:9]C(=O)OC(C)(C)C)(=O)[CH3:2].C(O)(C(F)(F)F)=O, predict the reaction product. The product is: [Br:21][C:19]1[CH:18]=[CH:17][C:5]2[O:6][CH2:7][CH2:8][N:9]=[C:1]([CH3:2])[C:4]=2[CH:20]=1. (4) Given the reactants Cl[C:2]1[C:11]2[C:6](=[CH:7][C:8]3[O:15][CH2:14][CH:13]([CH2:16][O:17][CH3:18])[O:12][C:9]=3[CH:10]=2)[N:5]=[CH:4][N:3]=1.[Cl:19][C:20]1[CH:21]=[C:22]([CH:24]=[C:25]([Cl:27])[CH:26]=1)[NH2:23], predict the reaction product. The product is: [Cl:19][C:20]1[CH:21]=[C:22]([NH:23][C:2]2[C:11]3[C:6](=[CH:7][C:8]4[O:15][CH2:14][CH:13]([CH2:16][O:17][CH3:18])[O:12][C:9]=4[CH:10]=3)[N:5]=[CH:4][N:3]=2)[CH:24]=[C:25]([Cl:27])[CH:26]=1. (5) Given the reactants Cl.Cl.[CH2:3]([O:5][C:6](=[O:16])[C@H:7]([CH2:9][CH2:10][CH2:11][NH:12][C:13](=[NH:15])[NH2:14])[NH2:8])[CH3:4].[OH-].[Na+].[C:19]([Cl:32])(=[O:31])[CH2:20][CH2:21][CH2:22][CH2:23][CH2:24][CH2:25][CH2:26][CH2:27][CH2:28][CH2:29][CH3:30].Cl, predict the reaction product. The product is: [CH3:30][CH2:29][CH2:28][CH2:27][CH2:26][CH2:25][CH2:24][CH2:23][CH2:22][CH2:21][CH2:20][C:19]([NH:8][C@H:7]([C:6]([O:5][CH2:3][CH3:4])=[O:16])[CH2:9][CH2:10][CH2:11][N:12]=[C:13]([NH2:14])[NH2:15])=[O:31].[ClH:32]. (6) Given the reactants Cl[C:2]1[CH:3]=[C:4]2[C:9](=[CH:10][CH:11]=1)[N:8]=[C:7]([NH:12][CH2:13][CH2:14][O:15][C:16]1[CH:21]=[CH:20][CH:19]=[CH:18][CH:17]=1)[CH:6]=[CH:5]2.[N:22]1[CH:27]=[CH:26][CH:25]=[C:24]([CH2:28][NH2:29])[CH:23]=1, predict the reaction product. The product is: [O:15]([CH2:14][CH2:13][NH:12][C:7]1[CH:6]=[CH:5][C:4]2[C:9](=[CH:10][CH:11]=[C:2]([NH:29][CH2:28][C:24]3[CH:23]=[N:22][CH:27]=[CH:26][CH:25]=3)[CH:3]=2)[N:8]=1)[C:16]1[CH:21]=[CH:20][CH:19]=[CH:18][CH:17]=1. (7) Given the reactants [C:1]([C:3]([C:13](=[O:16])[CH2:14][CH3:15])=[CH:4][C:5]1[CH:12]=[CH:11][C:8]([C:9]#[N:10])=[CH:7][CH:6]=1)#[N:2].CO.[H][H], predict the reaction product. The product is: [C:1]([CH:3]([C:13](=[O:16])[CH2:14][CH3:15])[CH2:4][C:5]1[CH:12]=[CH:11][C:8]([C:9]#[N:10])=[CH:7][CH:6]=1)#[N:2]. (8) The product is: [CH2:1]([N:8]1[N:12]=[N:11][C:10]([CH:13]([CH:19]2[CH2:23][CH2:22][CH2:21][CH2:20]2)[CH:14]=[O:15])=[N:9]1)[C:2]1[CH:3]=[CH:4][CH:5]=[CH:6][CH:7]=1. Given the reactants [CH2:1]([N:8]1[N:12]=[N:11][C:10]([CH:13]([CH:19]2[CH2:23][CH2:22][CH2:21][CH2:20]2)[C:14](OCC)=[O:15])=[N:9]1)[C:2]1[CH:7]=[CH:6][CH:5]=[CH:4][CH:3]=1.[H-].C([Al+]CC(C)C)C(C)C.Cl.[NH4+].[Cl-], predict the reaction product. (9) Given the reactants [C:1]([O:5][C:6]([NH:8][C@H:9]([C:14]([OH:16])=[O:15])[CH2:10][CH:11]([CH3:13])[CH3:12])=[O:7])([CH3:4])([CH3:3])[CH3:2].[CH:17]1(O)[CH2:21][CH2:20][CH2:19][CH2:18]1.C(Cl)CCl, predict the reaction product. The product is: [C:1]([O:5][C:6]([NH:8][C@H:9]([C:14]([O:16][CH:17]1[CH2:21][CH2:20][CH2:19][CH2:18]1)=[O:15])[CH2:10][CH:11]([CH3:12])[CH3:13])=[O:7])([CH3:3])([CH3:2])[CH3:4]. (10) Given the reactants [CH2:1](Br)[C:2]1[CH:7]=[CH:6][CH:5]=[CH:4][CH:3]=1.[C:9]1([C:15]2[NH:19][N:18]=[C:17]([C:20]([O:22][CH2:23][CH3:24])=[O:21])[CH:16]=2)[CH:14]=[CH:13][CH:12]=[CH:11][CH:10]=1.C(=O)([O-])[O-].[K+].[K+], predict the reaction product. The product is: [CH2:1]([N:19]1[C:15]([C:9]2[CH:14]=[CH:13][CH:12]=[CH:11][CH:10]=2)=[CH:16][C:17]([C:20]([O:22][CH2:23][CH3:24])=[O:21])=[N:18]1)[C:2]1[CH:7]=[CH:6][CH:5]=[CH:4][CH:3]=1.